From a dataset of Full USPTO retrosynthesis dataset with 1.9M reactions from patents (1976-2016). Predict the reactants needed to synthesize the given product. (1) Given the product [OH:38][CH2:37][C@H:36]([NH:35][C:16]([C@@H:9]1[CH2:10][C:11](=[N:13][O:14][CH3:15])[CH2:12][N:8]1[C:6]([C:29]1[CH:28]=[CH:27][C:26]([C:21]2[CH:22]=[CH:23][CH:24]=[CH:25][C:20]=2[CH3:19])=[CH:31][CH:30]=1)=[O:7])=[O:18])[C:39]1[CH:44]=[CH:43][CH:42]=[CH:41][CH:40]=1, predict the reactants needed to synthesize it. The reactants are: C(O[C:6]([N:8]1[CH2:12][C:11](=[N:13][O:14][CH3:15])[CH2:10][C@H:9]1[C:16]([OH:18])=O)=[O:7])(C)(C)C.[CH3:19][C:20]1[CH:25]=[CH:24][CH:23]=[CH:22][C:21]=1[C:26]1[CH:31]=[CH:30][C:29](C(O)=O)=[CH:28][CH:27]=1.[NH2:35][C@H:36]([C:39]1[CH:44]=[CH:43][CH:42]=[CH:41][CH:40]=1)[CH2:37][OH:38]. (2) Given the product [Br:1][C:2]1[CH:7]=[CH:6][C:5]([C:8]2[C:9]3[CH:16]=[CH:15][C:14]([OH:17])=[CH:13][C:10]=3[S:11][CH:12]=2)=[CH:4][CH:3]=1, predict the reactants needed to synthesize it. The reactants are: [Br:1][C:2]1[CH:7]=[CH:6][C:5]([C:8]2[C:9]3[CH:16]=[CH:15][C:14]([O:17]C)=[CH:13][C:10]=3[S:11][CH:12]=2)=[CH:4][CH:3]=1.Br. (3) Given the product [N:28]1([CH2:27][CH2:26][O:25][C:20]2[CH:21]=[C:22]3[C:17](=[CH:18][CH:19]=2)[CH:16]=[C:15]([C:9]2[C:8]4[C:12](=[CH:13][CH:14]=[C:6]([C:4]5[N:5]=[C:39]([CH2:38][N:33]6[CH2:37][CH2:36][CH2:35][CH2:34]6)[NH:41][N:42]=5)[CH:7]=4)[NH:11][N:10]=2)[CH:24]=[CH:23]3)[CH2:29][CH2:30][CH2:31][CH2:32]1, predict the reactants needed to synthesize it. The reactants are: C(O[C:4]([C:6]1[CH:7]=[C:8]2[C:12](=[CH:13][CH:14]=1)[NH:11][N:10]=[C:9]2[C:15]1[CH:24]=[CH:23][C:22]2[C:17](=[CH:18][CH:19]=[C:20]([O:25][CH2:26][CH2:27][N:28]3[CH2:32][CH2:31][CH2:30][CH2:29]3)[CH:21]=2)[CH:16]=1)=[NH:5])C.[N:33]1([CH2:38][C:39]([NH:41][NH2:42])=O)[CH2:37][CH2:36][CH2:35][CH2:34]1.C(N(CC)CC)C.